This data is from Reaction yield outcomes from USPTO patents with 853,638 reactions. The task is: Predict the reaction yield, written as a fraction of the theoretical maximum amount of product (1.0 means a 100% yield; for example, 0.34 means a 34% yield). (1) The reactants are [CH3:1][O:2][C:3]1[C:4](=[O:23])[C:5]([C:19]([O:21]C)=[O:20])=[N:6][N:7]([C:9]2[CH:10]=[CH:11][CH:12]=[C:13]3[C:18]=2[N:17]=[CH:16][CH:15]=[CH:14]3)[CH:8]=1.[OH-].[Na+].C1COCC1.Cl. The catalyst is CO. The product is [CH3:1][O:2][C:3]1[C:4](=[O:23])[C:5]([C:19]([OH:21])=[O:20])=[N:6][N:7]([C:9]2[CH:10]=[CH:11][CH:12]=[C:13]3[C:18]=2[N:17]=[CH:16][CH:15]=[CH:14]3)[CH:8]=1. The yield is 0.750. (2) The reactants are Br[C:2]1[CH:3]=[C:4]([N:24]([CH2:31][CH3:32])[CH:25]2[CH2:30][CH2:29][O:28][CH2:27][CH2:26]2)[C:5]([CH3:23])=[C:6]([CH:22]=1)[C:7]([NH:9][CH2:10][C:11]1[C:12](=[O:21])[NH:13][C:14]([CH3:20])=[CH:15][C:16]=1[CH2:17][CH2:18][CH3:19])=[O:8].CC1(C)C(C)(C)OB([C:41]2[CH:42]=[CH:43][C:44]([CH:47]=[O:48])=[N:45][CH:46]=2)O1.C([O-])([O-])=O.[Na+].[Na+]. The catalyst is O1CCOCC1.C1C=CC([P]([Pd]([P](C2C=CC=CC=2)(C2C=CC=CC=2)C2C=CC=CC=2)([P](C2C=CC=CC=2)(C2C=CC=CC=2)C2C=CC=CC=2)[P](C2C=CC=CC=2)(C2C=CC=CC=2)C2C=CC=CC=2)(C2C=CC=CC=2)C2C=CC=CC=2)=CC=1. The product is [CH2:31]([N:24]([CH:25]1[CH2:30][CH2:29][O:28][CH2:27][CH2:26]1)[C:4]1[C:5]([CH3:23])=[C:6]([CH:22]=[C:2]([C:41]2[CH:46]=[N:45][C:44]([CH:47]=[O:48])=[CH:43][CH:42]=2)[CH:3]=1)[C:7]([NH:9][CH2:10][C:11]1[C:12](=[O:21])[NH:13][C:14]([CH3:20])=[CH:15][C:16]=1[CH2:17][CH2:18][CH3:19])=[O:8])[CH3:32]. The yield is 0.760. (3) The reactants are [Cl:1][C:2]1[C:3]([S:32]([O:34]C)=O)=[N:4][CH:5]=[C:6]([C:17]([N:19]2[CH2:24][CH2:23][CH:22]([C:25]3[CH:30]=[CH:29][C:28]([F:31])=[CH:27][CH:26]=3)[CH2:21][CH2:20]2)=[O:18])[C:7]=1[NH:8][C:9]1[CH:14]=[CH:13][C:12]([F:15])=[CH:11][C:10]=1[CH3:16].C[Si]([N-:40][Si](C)(C)C)(C)C.[Li+].[Cl-].[NH4+]. The catalyst is C1COCC1. The product is [Cl:1][C:2]1[C:3]([S:32]([NH2:40])=[O:34])=[N:4][CH:5]=[C:6]([C:17]([N:19]2[CH2:24][CH2:23][CH:22]([C:25]3[CH:30]=[CH:29][C:28]([F:31])=[CH:27][CH:26]=3)[CH2:21][CH2:20]2)=[O:18])[C:7]=1[NH:8][C:9]1[CH:14]=[CH:13][C:12]([F:15])=[CH:11][C:10]=1[CH3:16]. The yield is 0.620. (4) The reactants are [CH3:1][O:2][C:3]1[CH:8]=[CH:7][C:6]([N:9]2[C:18](=[O:19])[C:17]3[C:12](=[CH:13][CH:14]=[C:15]([N+:20]([O-:22])=[O:21])[CH:16]=3)[N:11]=[C:10]2[CH2:23][N:24]([CH3:36])[CH2:25][CH2:26][N:27]([CH3:35])C(=O)OC(C)(C)C)=[CH:5][CH:4]=1.C(O)(C(F)(F)F)=O. The catalyst is C(Cl)Cl. The product is [CH3:35][N:27]1[CH2:26][CH2:25][N:24]([CH3:36])[CH2:23]/[C:10]/1=[N:11]\[C:12]1[CH:13]=[CH:14][C:15]([N+:20]([O-:22])=[O:21])=[CH:16][C:17]=1[C:18]([NH:9][C:6]1[CH:7]=[CH:8][C:3]([O:2][CH3:1])=[CH:4][CH:5]=1)=[O:19]. The yield is 0.480. (5) The reactants are C(N(CC)CC)C.F[C:9]1[CH:14]=[CH:13][CH:12]=[CH:11][C:10]=1[N+:15]([O-:17])=[O:16].[CH3:18][CH:19]([NH2:26])[C:20]1[CH:25]=[CH:24][CH:23]=[CH:22][CH:21]=1. The catalyst is C(O)C. The product is [N+:15]([C:10]1[CH:11]=[CH:12][CH:13]=[CH:14][C:9]=1[NH:26][CH:19]([C:20]1[CH:25]=[CH:24][CH:23]=[CH:22][CH:21]=1)[CH3:18])([O-:17])=[O:16]. The yield is 0.700. (6) The reactants are C([O:3][C:4](=[O:29])[C@@H:5]([N:10]1[CH2:14][C:13]([O:15][C:16]2[CH:21]=[CH:20][CH:19]=[C:18]([N:22]3[CH2:26][CH2:25][CH2:24][CH2:23]3)[C:17]=2[F:27])=[CH:12][C:11]1=[O:28])[CH2:6][CH:7]([CH3:9])[CH3:8])C.O.[OH-].[Li+:32]. The catalyst is O1CCCC1. The product is [Li+:32].[F:27][C:17]1[C:18]([N:22]2[CH2:23][CH2:24][CH2:25][CH2:26]2)=[CH:19][CH:20]=[CH:21][C:16]=1[O:15][C:13]1[CH2:14][N:10]([C@@H:5]([CH2:6][CH:7]([CH3:9])[CH3:8])[C:4]([O-:29])=[O:3])[C:11](=[O:28])[CH:12]=1. The yield is 1.00.